This data is from Catalyst prediction with 721,799 reactions and 888 catalyst types from USPTO. The task is: Predict which catalyst facilitates the given reaction. (1) Reactant: [CH3:1][CH:2]1[CH2:7][CH2:6][CH2:5][CH2:4][CH:3]1[NH2:8].[CH2:9]1[CH2:15][S:12](=[O:14])(=[O:13])[O:11][CH2:10]1. Product: [CH3:1][C@H:2]1[CH2:7][CH2:6][CH2:5][CH2:4][C@H:3]1[NH:8][CH2:10][CH2:9][CH2:15][S:12]([OH:14])(=[O:13])=[O:11]. The catalyst class is: 7. (2) Reactant: Cl[C:2]1[CH:10]=[CH:9][C:5]([C:6](Cl)=[O:7])=[CH:4][CH:3]=1.[Cl-:11].[Al+3].[Cl-].[Cl-].[CH2:15]([O:17][C:18]([C:20]1[C:24]([CH2:25][CH3:26])=[CH:23][N:22]([CH3:27])[C:21]=1[CH2:28][C:29]([O:31][CH2:32][CH3:33])=[O:30])=[O:19])[CH3:16]. Product: [Cl:11][C:3]1[CH:2]=[CH:10][CH:9]=[C:5]([CH:4]=1)[C:6]([C:23]1[N:22]([CH3:27])[C:21]([CH2:28][C:29]([O:31][CH2:32][CH3:33])=[O:30])=[C:20]([C:18]([O:17][CH2:15][CH3:16])=[O:19])[C:24]=1[CH2:25][CH3:26])=[O:7]. The catalyst class is: 26. (3) The catalyst class is: 16. Product: [Cl:15][C:11]1[N:10]=[C:9]2[NH:5][CH:6]=[C:7]([CH3:16])[C:8]2=[C:13]([O:30][C:27]2[CH:28]=[CH:29][C:24]([NH2:23])=[CH:25][C:26]=2[F:31])[CH:12]=1. Reactant: COC([N:5]1[C:9]2=[N:10][C:11]([Cl:15])=[CH:12][C:13](Cl)=[C:8]2[C:7]([CH3:16])=[CH:6]1)=O.C(=O)([O-])[O-].[K+].[K+].[NH2:23][C:24]1[CH:29]=[CH:28][C:27]([OH:30])=[C:26]([F:31])[CH:25]=1.C(OCC)(=O)C. (4) Reactant: S(O[CH2:6][C:7]1[CH:12]=[C:11]([NH:13][C:14]([O:16][C:17]([CH3:20])([CH3:19])[CH3:18])=[O:15])[CH:10]=[CH:9][C:8]=1[Cl:21])(=O)(=O)C.[C-:22]#[N:23].[Na+].O. Product: [Cl:21][C:8]1[CH:9]=[CH:10][C:11]([NH:13][C:14]([O:16][C:17]([CH3:20])([CH3:19])[CH3:18])=[O:15])=[CH:12][C:7]=1[CH2:6][C:22]#[N:23]. The catalyst class is: 16. (5) Reactant: [H-].[Al+3].[Li+].[H-].[H-].[H-].[Cl:7][C:8]1[CH:9]=[CH:10][C:11]([C:30](OC)=[O:31])=[C:12]2[C:16]=1[N:15]=[C:14]1[CH:17]([C:22]3[CH:27]=[CH:26][C:25]([Cl:28])=[CH:24][C:23]=3[Cl:29])[O:18][CH2:19][CH2:20][CH2:21][N:13]21.O.O.O.O.O.O.O.O.O.O.S([O-])([O-])(=O)=O.[Na+].[Na+]. Product: [Cl:7][C:8]1[C:16]2[N:15]=[C:14]3[CH:17]([C:22]4[CH:27]=[CH:26][C:25]([Cl:28])=[CH:24][C:23]=4[Cl:29])[O:18][CH2:19][CH2:20][CH2:21][N:13]3[C:12]=2[C:11]([CH2:30][OH:31])=[CH:10][CH:9]=1. The catalyst class is: 7. (6) Reactant: C[O:2][C:3](=[O:31])[C:4]1[CH:9]=[CH:8][C:7]([CH2:10][CH2:11][CH2:12][N:13]2[C:17](=[O:18])[CH2:16][CH2:15][CH:14]2[CH2:19][CH2:20][CH:21]([OH:30])[CH2:22][C:23]2[CH:28]=[CH:27][C:26]([F:29])=[CH:25][CH:24]=2)=[CH:6][CH:5]=1.[OH-].[Na+]. Product: [F:29][C:26]1[CH:25]=[CH:24][C:23]([CH2:22][CH:21]([OH:30])[CH2:20][CH2:19][CH:14]2[CH2:15][CH2:16][C:17](=[O:18])[N:13]2[CH2:12][CH2:11][CH2:10][C:7]2[CH:8]=[CH:9][C:4]([C:3]([OH:31])=[O:2])=[CH:5][CH:6]=2)=[CH:28][CH:27]=1. The catalyst class is: 5. (7) Reactant: [CH2:1]([O:8][C:9](=[O:31])[NH:10][C@@H:11]1[C:14](=[O:15])[N:13]([CH2:16][C:17]2[CH:22]=[CH:21][C:20]([O:23][CH3:24])=[CH:19][C:18]=2[O:25][CH3:26])[C@@H:12]1[C@@H:27]([OH:30])CO)[C:2]1[CH:7]=[CH:6][CH:5]=[CH:4][CH:3]=1.I([O-])(=O)(=O)=O.[Na+]. Product: [CH2:1]([O:8][C:9](=[O:31])[NH:10][C@@H:11]1[C:14](=[O:15])[N:13]([CH2:16][C:17]2[CH:22]=[CH:21][C:20]([O:23][CH3:24])=[CH:19][C:18]=2[O:25][CH3:26])[C@@H:12]1[CH:27]=[O:30])[C:2]1[CH:7]=[CH:6][CH:5]=[CH:4][CH:3]=1. The catalyst class is: 161. (8) Reactant: [Br-].[N+:2]([C:5]1[CH:10]=[CH:9][C:8]([C:11](=[O:38])[CH2:12][N+:13]23[CH2:20][CH2:19][CH:16]([CH2:17][CH2:18]2)[C@@H:15]([O:21][C:22](=[O:37])[C@@H:23]([C:31]2[CH:36]=[CH:35][CH:34]=[CH:33][CH:32]=2)[NH:24][C:25]2[CH:30]=[CH:29][CH:28]=[CH:27][CH:26]=2)[CH2:14]3)=[CH:7][CH:6]=1)([O-])=O. Product: [CH:22]([O-:37])=[O:21].[NH2:2][C:5]1[CH:10]=[CH:9][C:8]([C:11](=[O:38])[CH2:12][N+:13]23[CH2:18][CH2:17][CH:16]([CH2:19][CH2:20]2)[C@@H:15]([O:21][C:22](=[O:37])[C@@H:23]([C:31]2[CH:32]=[CH:33][CH:34]=[CH:35][CH:36]=2)[NH:24][C:25]2[CH:26]=[CH:27][CH:28]=[CH:29][CH:30]=2)[CH2:14]3)=[CH:7][CH:6]=1. The catalyst class is: 1. (9) Reactant: [CH:1]1([CH2:7][N:8]2[C:12]([C:13]3[CH:18]=[C:17]([C:19]([CH3:22])([CH3:21])[CH3:20])[CH:16]=[C:15]([C:23]([CH3:26])([CH3:25])[CH3:24])[CH:14]=3)=[CH:11][C:10]([C:27](N(OC)C)=[O:28])=[C:9]2[CH3:33])[CH2:6][CH2:5][CH2:4][CH2:3][CH2:2]1.[CH3:34][Mg+].[Br-]. Product: [CH:1]1([CH2:7][N:8]2[C:12]([C:13]3[CH:14]=[C:15]([C:23]([CH3:26])([CH3:25])[CH3:24])[CH:16]=[C:17]([C:19]([CH3:21])([CH3:20])[CH3:22])[CH:18]=3)=[CH:11][C:10]([C:27](=[O:28])[CH3:34])=[C:9]2[CH3:33])[CH2:2][CH2:3][CH2:4][CH2:5][CH2:6]1. The catalyst class is: 1. (10) Product: [F:48][C:49]1[CH:55]=[CH:54][C:52]([NH:53][C:5]([NH:13][C:14]2[CH:15]=[CH:16][C:17]([C:20]3[N:21]=[C:22]([N:42]4[CH2:43][CH2:44][O:45][CH2:46][CH2:47]4)[C:23]4[N:28]=[N:27][N:26]([CH:29]5[CH2:30][CH2:31][N:32]([C:35]([O:37][C:38]([CH3:41])([CH3:39])[CH3:40])=[O:36])[CH2:33][CH2:34]5)[C:24]=4[N:25]=3)=[CH:18][CH:19]=2)=[O:11])=[CH:51][CH:50]=1. The catalyst class is: 2. Reactant: ClC(Cl)(O[C:5](=[O:11])OC(Cl)(Cl)Cl)Cl.[NH2:13][C:14]1[CH:19]=[CH:18][C:17]([C:20]2[N:21]=[C:22]([N:42]3[CH2:47][CH2:46][O:45][CH2:44][CH2:43]3)[C:23]3[N:28]=[N:27][N:26]([CH:29]4[CH2:34][CH2:33][N:32]([C:35]([O:37][C:38]([CH3:41])([CH3:40])[CH3:39])=[O:36])[CH2:31][CH2:30]4)[C:24]=3[N:25]=2)=[CH:16][CH:15]=1.[F:48][C:49]1[CH:55]=[CH:54][C:52]([NH2:53])=[CH:51][CH:50]=1.CCN(CC)CC.